From a dataset of Full USPTO retrosynthesis dataset with 1.9M reactions from patents (1976-2016). Predict the reactants needed to synthesize the given product. (1) The reactants are: [S:1]1[C:5]2[CH:6]=[CH:7][CH:8]=[CH:9][C:4]=2[C:3]([CH2:10]O)=[CH:2]1.P(Br)(Br)[Br:13]. Given the product [Br:13][CH2:10][C:3]1[C:4]2[CH:9]=[CH:8][CH:7]=[CH:6][C:5]=2[S:1][CH:2]=1, predict the reactants needed to synthesize it. (2) Given the product [CH:1]1([O:6][C:7]2[CH:8]=[C:9]3[C:14](=[CH:15][C:16]=2[O:17][CH3:18])[C:13]([CH2:19][C:20]2[CH:25]=[CH:24][CH:23]=[C:22]([O:26][CH3:27])[CH:21]=2)=[N:12][CH:11]=[C:10]3[CH:28]=[O:29])[CH2:2][CH2:3][CH2:4][CH2:5]1, predict the reactants needed to synthesize it. The reactants are: [CH:1]1([O:6][C:7]2[CH:8]=[C:9]3[C:14](=[CH:15][C:16]=2[O:17][CH3:18])[CH:13]([CH2:19][C:20]2[CH:25]=[CH:24][CH:23]=[C:22]([O:26][CH3:27])[CH:21]=2)[NH:12][CH:11]=[C:10]3[CH:28]=[O:29])[CH2:5][CH2:4][CH2:3][CH2:2]1. (3) Given the product [OH:1][C:2]1([C:30]2[CH:35]=[CH:34][C:33]([C:36]3[CH:41]=[N:40][CH:39]=[CH:38][N:37]=3)=[CH:32][N:31]=2)[CH2:3][CH2:4][CH:5]([N:8]([CH3:44])[C@H:9]2[CH2:13][CH2:12][N:11]([C:14](=[O:29])[CH2:15][NH:16][C:17](=[O:28])[C:18]3[CH:23]=[CH:22][CH:21]=[C:20]([C:24]([F:26])([F:27])[F:25])[CH:19]=3)[CH2:10]2)[CH2:6][CH2:7]1, predict the reactants needed to synthesize it. The reactants are: [OH:1][C:2]1([C:30]2[CH:35]=[CH:34][C:33]([C:36]3[CH:41]=[N:40][CH:39]=[CH:38][N:37]=3)=[CH:32][N:31]=2)[CH2:7][CH2:6][CH:5]([NH:8][C@H:9]2[CH2:13][CH2:12][N:11]([C:14](=[O:29])[CH2:15][NH:16][C:17](=[O:28])[C:18]3[CH:23]=[CH:22][CH:21]=[C:20]([C:24]([F:27])([F:26])[F:25])[CH:19]=3)[CH2:10]2)[CH2:4][CH2:3]1.C=O.[C:44](O[BH-](OC(=O)C)OC(=O)C)(=O)C.[Na+].